Predict the reactants needed to synthesize the given product. From a dataset of Full USPTO retrosynthesis dataset with 1.9M reactions from patents (1976-2016). (1) Given the product [Cl:5][C:6]1[CH:15]=[C:14]([Cl:16])[C:13]([OH:17])=[C:12]2[C:7]=1[CH:8]=[CH:9][C:10]([C:21]1[CH:26]=[CH:25][CH:24]=[CH:23][N:22]=1)=[N:11]2, predict the reactants needed to synthesize it. The reactants are: B(Cl)(Cl)Cl.[Cl:5][C:6]1[CH:15]=[C:14]([Cl:16])[C:13]([O:17]C(C)C)=[C:12]2[C:7]=1[CH:8]=[CH:9][C:10]([C:21]1[CH:26]=[CH:25][CH:24]=[CH:23][N:22]=1)=[N:11]2. (2) Given the product [N:55]([C@H:11]([CH2:12][O:13][CH2:14][C:15]1[CH:20]=[CH:19][CH:18]=[CH:17][CH:16]=1)[CH2:10][N:1]1[C:5]2[CH:6]=[CH:7][CH:8]=[CH:9][C:4]=2[N:3]=[CH:2]1)=[N+:56]=[N-:57], predict the reactants needed to synthesize it. The reactants are: [N:1]1([CH2:10][C@@H:11](O)[CH2:12][O:13][CH2:14][C:15]2[CH:20]=[CH:19][CH:18]=[CH:17][CH:16]=2)[C:5]2[CH:6]=[CH:7][CH:8]=[CH:9][C:4]=2[N:3]=[CH:2]1.C1(P(C2C=CC=CC=2)C2C=CC=CC=2)C=CC=CC=1.C1(P([N:55]=[N+:56]=[N-:57])(C2C=CC=CC=2)=O)C=CC=CC=1.CCOC(/N=N/C(OCC)=O)=O. (3) Given the product [CH3:16][S:17]([O:8][CH2:7][CH2:6][C:3]1[CH:4]=[CH:5][S:1][CH:2]=1)(=[O:19])=[O:18], predict the reactants needed to synthesize it. The reactants are: [S:1]1[CH:5]=[CH:4][C:3]([CH2:6][CH2:7][OH:8])=[CH:2]1.C(N(CC)CC)C.[CH3:16][S:17](Cl)(=[O:19])=[O:18].